Dataset: NCI-60 drug combinations with 297,098 pairs across 59 cell lines. Task: Regression. Given two drug SMILES strings and cell line genomic features, predict the synergy score measuring deviation from expected non-interaction effect. (1) Drug 1: C1=CN(C(=O)N=C1N)C2C(C(C(O2)CO)O)O.Cl. Drug 2: CC1C(C(CC(O1)OC2CC(CC3=C2C(=C4C(=C3O)C(=O)C5=CC=CC=C5C4=O)O)(C(=O)C)O)N)O. Cell line: SF-295. Synergy scores: CSS=42.0, Synergy_ZIP=-5.27, Synergy_Bliss=-5.19, Synergy_Loewe=-16.6, Synergy_HSA=-1.62. (2) Drug 1: C1C(C(OC1N2C=NC3=C2NC=NCC3O)CO)O. Drug 2: COCCOC1=C(C=C2C(=C1)C(=NC=N2)NC3=CC=CC(=C3)C#C)OCCOC.Cl. Cell line: HS 578T. Synergy scores: CSS=-1.49, Synergy_ZIP=1.80, Synergy_Bliss=0.938, Synergy_Loewe=1.05, Synergy_HSA=-1.46. (3) Drug 1: CN(CC1=CN=C2C(=N1)C(=NC(=N2)N)N)C3=CC=C(C=C3)C(=O)NC(CCC(=O)O)C(=O)O. Drug 2: C1C(C(OC1N2C=NC3=C(N=C(N=C32)Cl)N)CO)O. Cell line: NCI-H226. Synergy scores: CSS=10.2, Synergy_ZIP=1.21, Synergy_Bliss=6.38, Synergy_Loewe=-0.150, Synergy_HSA=2.78.